Dataset: Forward reaction prediction with 1.9M reactions from USPTO patents (1976-2016). Task: Predict the product of the given reaction. Given the reactants [OH:1][C@:2]12[CH2:11][CH2:10][CH2:9][CH2:8][C@H:7]1[O:6][C@@H:5]([C:12]1[CH:17]=[CH:16][N:15]=[CH:14][C:13]=1[N+:18]([O-:20])=[O:19])[CH2:4][C:3]2=[O:21].[BH4-].[Na+], predict the reaction product. The product is: [N+:18]([C:13]1[CH:14]=[N:15][CH:16]=[CH:17][C:12]=1[C@H:5]1[CH2:4][C@@H:3]([OH:21])[C@:2]2([OH:1])[C@@H:7]([CH2:8][CH2:9][CH2:10][CH2:11]2)[O:6]1)([O-:20])=[O:19].